This data is from Peptide-MHC class I binding affinity with 185,985 pairs from IEDB/IMGT. The task is: Regression. Given a peptide amino acid sequence and an MHC pseudo amino acid sequence, predict their binding affinity value. This is MHC class I binding data. (1) The peptide sequence is TALGMSLNF. The MHC is HLA-B07:02 with pseudo-sequence HLA-B07:02. The binding affinity (normalized) is 0.570. (2) The peptide sequence is LQIPFAMQM. The MHC is HLA-A01:01 with pseudo-sequence HLA-A01:01. The binding affinity (normalized) is 0.0847.